From a dataset of NCI-60 drug combinations with 297,098 pairs across 59 cell lines. Regression. Given two drug SMILES strings and cell line genomic features, predict the synergy score measuring deviation from expected non-interaction effect. Drug 1: C1=NC2=C(N1)C(=S)N=CN2. Drug 2: COC1=NC(=NC2=C1N=CN2C3C(C(C(O3)CO)O)O)N. Cell line: A498. Synergy scores: CSS=-3.63, Synergy_ZIP=2.87, Synergy_Bliss=1.44, Synergy_Loewe=-3.73, Synergy_HSA=-3.27.